This data is from Catalyst prediction with 721,799 reactions and 888 catalyst types from USPTO. The task is: Predict which catalyst facilitates the given reaction. (1) The catalyst class is: 449. Reactant: [Cl:1][C:2]1[CH:11]=[C:10]([C:12](=O)[CH3:13])[C:9]([N:15]2[CH2:20][CH2:19][CH:18]([O:21][C:22]3[CH:27]=[CH:26][CH:25]=[CH:24][CH:23]=3)[CH2:17][CH2:16]2)=[C:8]2[C:3]=1[CH:4]=[CH:5][CH:6]=[N:7]2.C([O-])(=O)C.[NH4+].C([BH3-])#[N:34].[Na+].O1CCCC1. Product: [Cl:1][C:2]1[CH:11]=[C:10]([CH:12]([NH2:34])[CH3:13])[C:9]([N:15]2[CH2:20][CH2:19][CH:18]([O:21][C:22]3[CH:27]=[CH:26][CH:25]=[CH:24][CH:23]=3)[CH2:17][CH2:16]2)=[C:8]2[C:3]=1[CH:4]=[CH:5][CH:6]=[N:7]2. (2) The catalyst class is: 17. Reactant: [NH2:1][C:2]1[C:10]2[C:5](=[CH:6][CH:7]=[CH:8][C:9]=2[F:11])[N:4]([CH2:12][C:13]2[CH:14]=[C:15]([CH:18]=[CH:19][CH:20]=2)[C:16]#[N:17])[N:3]=1.[Cl:21][C:22]1[S:26][C:25]([S:27](Cl)(=[O:29])=[O:28])=[CH:24][CH:23]=1. Product: [Cl:21][C:22]1[S:26][C:25]([S:27]([NH:1][C:2]2[C:10]3[C:5](=[CH:6][CH:7]=[CH:8][C:9]=3[F:11])[N:4]([CH2:12][C:13]3[CH:20]=[CH:19][CH:18]=[C:15]([C:16]#[N:17])[CH:14]=3)[N:3]=2)(=[O:29])=[O:28])=[CH:24][CH:23]=1. (3) Reactant: [CH:1]([N:4]([CH2:8]C)[CH:5]([CH3:7])C)(C)C.[CH2:10]([N:12]1[C:24]2[CH2:23][CH2:22][CH:21]([CH:25]3[CH2:30][CH2:29][O:28][CH2:27][CH2:26]3)[CH2:20][C:19]=2[C:18]2[C:13]1=[CH:14][CH:15]=[C:16](C(O)=O)[CH:17]=2)[CH3:11].Cl.CNCC[CH2:39][C:40]([O:42][CH3:43])=[O:41].CN(C([O:51]N1N=NC2C=CC=NC1=2)=[N+](C)C)C.F[P-](F)(F)(F)(F)F. Product: [CH2:10]([N:12]1[C:24]2[CH2:23][CH2:22][CH:21]([CH:25]3[CH2:26][CH2:27][O:28][CH2:29][CH2:30]3)[CH2:20][C:19]=2[C:18]2[C:13]1=[CH:14][CH:15]=[C:16]([C:8]([N:4]([CH2:5][CH2:7][CH2:39][C:40]([O:42][CH3:43])=[O:41])[CH3:1])=[O:51])[CH:17]=2)[CH3:11]. The catalyst class is: 3. (4) Reactant: [F:1][CH:2]([F:14])[C:3]1[CH:12]=[C:11]2[C:6]([CH:7]([CH3:13])[CH2:8][CH2:9][NH:10]2)=[CH:5][CH:4]=1.Br[C:16]1[C:20]2[CH2:21][N:22]([C:25]([O:27][C:28]([CH3:31])([CH3:30])[CH3:29])=[O:26])[CH2:23][CH2:24][C:19]=2[N:18]([CH:32]2[CH2:37][CH2:36][O:35][CH2:34][CH2:33]2)[N:17]=1.C(O[Na])(C)(C)C.C1(P(C2CCCCC2)C2C=CC=CC=2C2C(OC(C)C)=CC=CC=2OC(C)C)CCCCC1. Product: [F:14][CH:2]([F:1])[C:3]1[CH:12]=[C:11]2[C:6]([CH:7]([CH3:13])[CH2:8][CH2:9][N:10]2[C:16]2[C:20]3[CH2:21][N:22]([C:25]([O:27][C:28]([CH3:30])([CH3:31])[CH3:29])=[O:26])[CH2:23][CH2:24][C:19]=3[N:18]([CH:32]3[CH2:33][CH2:34][O:35][CH2:36][CH2:37]3)[N:17]=2)=[CH:5][CH:4]=1. The catalyst class is: 12. (5) Reactant: [C:1]([C:5]1[CH:6]=[C:7]([NH:18][C:19]([NH:21][C:22]2[CH:27]=[CH:26][C:25]([O:28][C:29]3[CH:34]=[CH:33][N:32]=[C:31](Cl)[N:30]=3)=[C:24]([Cl:36])[C:23]=2[Cl:37])=[O:20])[C:8]([O:16][CH3:17])=[C:9]([NH:11][S:12]([CH3:15])(=[O:14])=[O:13])[CH:10]=1)([CH3:4])([CH3:3])[CH3:2].[CH3:38][O:39][C:40]1[CH:41]=[C:42]([CH:44]=[C:45]([O:47][CH2:48][CH2:49][O:50][CH2:51][CH2:52][O:53][CH2:54][CH2:55][O:56][CH3:57])[CH:46]=1)[NH2:43]. Product: [C:1]([C:5]1[CH:6]=[C:7]([NH:18][C:19]([NH:21][C:22]2[CH:27]=[CH:26][C:25]([O:28][C:29]3[CH:34]=[CH:33][N:32]=[C:31]([NH:43][C:42]4[CH:44]=[C:45]([O:47][CH2:48][CH2:49][O:50][CH2:51][CH2:52][O:53][CH2:54][CH2:55][O:56][CH3:57])[CH:46]=[C:40]([O:39][CH3:38])[CH:41]=4)[N:30]=3)=[C:24]([Cl:36])[C:23]=2[Cl:37])=[O:20])[C:8]([O:16][CH3:17])=[C:9]([NH:11][S:12]([CH3:15])(=[O:14])=[O:13])[CH:10]=1)([CH3:3])([CH3:4])[CH3:2]. The catalyst class is: 3. (6) Reactant: [CH:1]1([C:4]([NH:6][C:7]2[N:8]=[C:9]3[CH:14]=[CH:13][C:12]([O:15][C:16]4[CH:17]=[C:18]([NH:22][C:23]([C:25]5[N:29]([CH3:30])[N:28]=[C:27]([CH3:31])[CH:26]=5)=[O:24])[CH:19]=[CH:20][CH:21]=4)=[CH:11][N:10]3[CH:32]=2)=[O:5])[CH2:3][CH2:2]1.O.[C:34]1([CH3:44])[CH:39]=[CH:38][C:37]([S:40]([OH:43])(=[O:42])=[O:41])=[CH:36][CH:35]=1. Product: [C:34]1([CH3:44])[CH:35]=[CH:36][C:37]([S:40]([OH:43])(=[O:41])=[O:42])=[CH:38][CH:39]=1.[CH:1]1([C:4]([NH:6][C:7]2[N:8]=[C:9]3[CH:14]=[CH:13][C:12]([O:15][C:16]4[CH:17]=[C:18]([NH:22][C:23]([C:25]5[N:29]([CH3:30])[N:28]=[C:27]([CH3:31])[CH:26]=5)=[O:24])[CH:19]=[CH:20][CH:21]=4)=[CH:11][N:10]3[CH:32]=2)=[O:5])[CH2:3][CH2:2]1. The catalyst class is: 162. (7) Reactant: [F:1][C:2]1[CH:22]=[CH:21][C:5]([CH2:6][N:7]2[C:16]3[C:11](=[CH:12][CH:13]=[CH:14][CH:15]=3)[C:10](O)=[C:9]([C:18]#[N:19])[C:8]2=[O:20])=[CH:4][CH:3]=1.O=P(Cl)(Cl)[Cl:25]. Product: [Cl:25][C:10]1[C:11]2[C:16](=[CH:15][CH:14]=[CH:13][CH:12]=2)[N:7]([CH2:6][C:5]2[CH:21]=[CH:22][C:2]([F:1])=[CH:3][CH:4]=2)[C:8](=[O:20])[C:9]=1[C:18]#[N:19]. The catalyst class is: 6. (8) Reactant: C([N:8]1[CH2:16][CH2:15][CH:11]([C:12](O)=[O:13])[CH2:10][CH2:9]1)(OC(C)(C)C)=O.[C:17](N1C=CN=C1)([N:19]1C=CN=C1)=O.[ClH:29].CN.C(N(CC)CC)C. Product: [ClH:29].[CH3:17][NH:19][C:12]([CH:11]1[CH2:15][CH2:16][NH:8][CH2:9][CH2:10]1)=[O:13]. The catalyst class is: 42.